This data is from NCI-60 drug combinations with 297,098 pairs across 59 cell lines. The task is: Regression. Given two drug SMILES strings and cell line genomic features, predict the synergy score measuring deviation from expected non-interaction effect. (1) Drug 1: CC(C)(C1=NC(=CC=C1)N2C3=NC(=NC=C3C(=O)N2CC=C)NC4=CC=C(C=C4)N5CCN(CC5)C)O. Drug 2: CCC1(C2=C(COC1=O)C(=O)N3CC4=CC5=C(C=CC(=C5CN(C)C)O)N=C4C3=C2)O. Cell line: OVCAR3. Synergy scores: CSS=95.6, Synergy_ZIP=16.9, Synergy_Bliss=16.7, Synergy_Loewe=17.6, Synergy_HSA=24.8. (2) Drug 2: C1CCC(C1)C(CC#N)N2C=C(C=N2)C3=C4C=CNC4=NC=N3. Cell line: HCT116. Synergy scores: CSS=6.82, Synergy_ZIP=-0.00858, Synergy_Bliss=5.81, Synergy_Loewe=1.23, Synergy_HSA=2.85. Drug 1: CN1CCC(CC1)COC2=C(C=C3C(=C2)N=CN=C3NC4=C(C=C(C=C4)Br)F)OC. (3) Drug 1: CC(CN1CC(=O)NC(=O)C1)N2CC(=O)NC(=O)C2. Drug 2: CCCCCOC(=O)NC1=NC(=O)N(C=C1F)C2C(C(C(O2)C)O)O. Cell line: UACC62. Synergy scores: CSS=14.5, Synergy_ZIP=-2.89, Synergy_Bliss=-0.941, Synergy_Loewe=-5.90, Synergy_HSA=-0.926. (4) Drug 1: CCC1=CC2CC(C3=C(CN(C2)C1)C4=CC=CC=C4N3)(C5=C(C=C6C(=C5)C78CCN9C7C(C=CC9)(C(C(C8N6C)(C(=O)OC)O)OC(=O)C)CC)OC)C(=O)OC. Drug 2: CC1(CCCN1)C2=NC3=C(C=CC=C3N2)C(=O)N. Cell line: UACC62. Synergy scores: CSS=36.6, Synergy_ZIP=3.89, Synergy_Bliss=2.93, Synergy_Loewe=-27.2, Synergy_HSA=0.454. (5) Drug 1: CCCS(=O)(=O)NC1=C(C(=C(C=C1)F)C(=O)C2=CNC3=C2C=C(C=N3)C4=CC=C(C=C4)Cl)F. Drug 2: C1=NC2=C(N=C(N=C2N1C3C(C(C(O3)CO)O)O)F)N. Cell line: ACHN. Synergy scores: CSS=13.1, Synergy_ZIP=0.700, Synergy_Bliss=5.29, Synergy_Loewe=4.64, Synergy_HSA=4.63. (6) Drug 1: CC1=CC2C(CCC3(C2CCC3(C(=O)C)OC(=O)C)C)C4(C1=CC(=O)CC4)C. Drug 2: CCC1(C2=C(COC1=O)C(=O)N3CC4=CC5=C(C=CC(=C5CN(C)C)O)N=C4C3=C2)O.Cl. Cell line: HCC-2998. Synergy scores: CSS=5.84, Synergy_ZIP=-3.49, Synergy_Bliss=2.40, Synergy_Loewe=-21.5, Synergy_HSA=-0.364. (7) Drug 1: C1=NC2=C(N1)C(=S)N=C(N2)N. Drug 2: CC1=C(C=C(C=C1)NC(=O)C2=CC=C(C=C2)CN3CCN(CC3)C)NC4=NC=CC(=N4)C5=CN=CC=C5. Cell line: EKVX. Synergy scores: CSS=29.6, Synergy_ZIP=-4.59, Synergy_Bliss=-5.00, Synergy_Loewe=-12.5, Synergy_HSA=-4.28. (8) Drug 1: C1CCN(CC1)CCOC2=CC=C(C=C2)C(=O)C3=C(SC4=C3C=CC(=C4)O)C5=CC=C(C=C5)O. Drug 2: CC1C(C(CC(O1)OC2CC(CC3=C2C(=C4C(=C3O)C(=O)C5=CC=CC=C5C4=O)O)(C(=O)C)O)N)O. Cell line: HS 578T. Synergy scores: CSS=46.8, Synergy_ZIP=5.55, Synergy_Bliss=5.00, Synergy_Loewe=3.40, Synergy_HSA=4.55.